From a dataset of Reaction yield outcomes from USPTO patents with 853,638 reactions. Predict the reaction yield, written as a fraction of the theoretical maximum amount of product (1.0 means a 100% yield; for example, 0.34 means a 34% yield). The reactants are [F:1][C:2]1[CH:10]=[CH:9][C:5]([C:6](Cl)=[O:7])=[CH:4][CH:3]=1.Cl[C:12]1[CH:13]=[C:14]([NH:20][NH2:21])[CH:15]=[CH:16][C:17]=1[O:18][CH3:19].N1C=CC=[CH:24][CH:23]=1. The catalyst is CCOCC. The product is [CH:23](=[N:21][N:20]([C:14]1[CH:15]=[CH:16][C:17]([O:18][CH3:19])=[CH:12][CH:13]=1)[C:6](=[O:7])[C:5]1[CH:9]=[CH:10][C:2]([F:1])=[CH:3][CH:4]=1)[CH3:24]. The yield is 0.210.